From a dataset of Full USPTO retrosynthesis dataset with 1.9M reactions from patents (1976-2016). Predict the reactants needed to synthesize the given product. (1) Given the product [F:1][C:2]1[CH:7]=[CH:6][C:5]([C:8]2[S:12][C:11]3[CH:13]=[C:14]([O:17][CH3:18])[CH:15]=[CH:16][C:10]=3[C:9]=2[O:19][C:20]2[CH:21]=[CH:22][C:23](/[CH:26]=[CH:27]/[C:70]3[O:71][C:37](=[O:41])[NH:35][N:68]=3)=[CH:24][CH:25]=2)=[C:4]([CH3:31])[CH:3]=1, predict the reactants needed to synthesize it. The reactants are: [F:1][C:2]1[CH:7]=[CH:6][C:5]([C:8]2[S:12][C:11]3[CH:13]=[C:14]([O:17][CH3:18])[CH:15]=[CH:16][C:10]=3[C:9]=2[O:19][C:20]2[CH:25]=[CH:24][C:23](/[CH:26]=[CH:27]/C(O)=O)=[CH:22][CH:21]=2)=[C:4]([CH3:31])[CH:3]=1.NN.C[N:35]([C:37]([O:41]N1N=NC2C=CC=NC1=2)=[N+](C)C)C.F[P-](F)(F)(F)(F)F.CCN(C(C)C)C(C)C.C[N:68]([CH:70]=[O:71])C. (2) The reactants are: [CH2:1]([O:8][C:9]1[CH:10]=[C:11]([CH:16]=[C:17]([OH:20])[C:18]=1[Br:19])[C:12]([O:14][CH3:15])=[O:13])[C:2]1[CH:7]=[CH:6][CH:5]=[CH:4][CH:3]=1.[C:21](=O)([O-])[O-].[K+].[K+].CI. Given the product [CH2:1]([O:8][C:9]1[CH:10]=[C:11]([CH:16]=[C:17]([O:20][CH3:21])[C:18]=1[Br:19])[C:12]([O:14][CH3:15])=[O:13])[C:2]1[CH:7]=[CH:6][CH:5]=[CH:4][CH:3]=1, predict the reactants needed to synthesize it. (3) Given the product [F:32][C:33]1[CH:38]=[C:37]([C:39]2[CH:44]=[CH:43][CH:42]=[C:41]([CH3:45])[N:40]=2)[CH:36]=[CH:35][C:34]=1[CH2:46][N:47]1[CH2:48][CH2:49][N:50]([C:5]([O:20][CH:15]([C:16]([F:19])([F:18])[F:17])[C:14]([F:22])([F:21])[F:13])=[O:11])[CH2:51][CH2:52]1, predict the reactants needed to synthesize it. The reactants are: ClC(Cl)(O[C:5](=[O:11])OC(Cl)(Cl)Cl)Cl.[F:13][C:14]([F:22])([F:21])[CH:15]([OH:20])[C:16]([F:19])([F:18])[F:17].C(N(CC)C(C)C)(C)C.[F:32][C:33]1[CH:38]=[C:37]([C:39]2[CH:44]=[CH:43][CH:42]=[C:41]([CH3:45])[N:40]=2)[CH:36]=[CH:35][C:34]=1[CH2:46][N:47]1[CH2:52][CH2:51][NH:50][CH2:49][CH2:48]1. (4) Given the product [OH:19][C:7]1[CH:8]=[CH:9][C:10]([CH3:17])=[C:11]([CH:16]=1)[C:12]([O:14][CH3:15])=[O:13], predict the reactants needed to synthesize it. The reactants are: S(=O)(=O)(O)O.N[C:7]1[CH:8]=[CH:9][C:10]([CH3:17])=[C:11]([CH:16]=1)[C:12]([O:14][CH3:15])=[O:13].N([O-])=[O:19].[Na+].